This data is from Full USPTO retrosynthesis dataset with 1.9M reactions from patents (1976-2016). The task is: Predict the reactants needed to synthesize the given product. (1) Given the product [Cl:37][C:6]1[CH:5]=[C:4]([CH:9]=[CH:8][C:7]=1[C:10]1[C:33](=[O:34])[N:32]([CH2:35][CH3:36])[C:13]2[N:14]=[C:15]([NH:18][C:19]3[CH:20]=[CH:21][C:22]([N:25]4[CH2:26][CH2:27][N:28]([CH3:31])[CH2:29][CH2:30]4)=[CH:23][CH:24]=3)[N:16]=[CH:17][C:12]=2[CH:11]=1)[C:3]([NH:40][NH2:41])=[O:39], predict the reactants needed to synthesize it. The reactants are: CO[C:3](=O)[C:4]1[CH:9]=[CH:8][C:7]([C:10]2[C:33](=[O:34])[N:32]([CH2:35][CH3:36])[C:13]3[N:14]=[C:15]([NH:18][C:19]4[CH:24]=[CH:23][C:22]([N:25]5[CH2:30][CH2:29][N:28]([CH3:31])[CH2:27][CH2:26]5)=[CH:21][CH:20]=4)[N:16]=[CH:17][C:12]=3[CH:11]=2)=[C:6]([Cl:37])[CH:5]=1.[OH2:39].[NH2:40][NH2:41]. (2) Given the product [Cl:20][C:17]1[CH:18]=[CH:19][C:14]([CH:7]([NH:6][C:4]([CH2:3][NH:2][C:27](=[O:28])[C:26]2[CH:30]=[CH:31][C:23]([O:22][CH3:21])=[CH:24][CH:25]=2)=[O:5])[C:8]2[CH:13]=[CH:12][CH:11]=[CH:10][CH:9]=2)=[CH:15][CH:16]=1, predict the reactants needed to synthesize it. The reactants are: Cl.[NH2:2][CH2:3][C:4]([NH:6][CH:7]([C:14]1[CH:19]=[CH:18][C:17]([Cl:20])=[CH:16][CH:15]=1)[C:8]1[CH:13]=[CH:12][CH:11]=[CH:10][CH:9]=1)=[O:5].[CH3:21][O:22][C:23]1[CH:31]=[CH:30][C:26]([C:27](Cl)=[O:28])=[CH:25][CH:24]=1. (3) Given the product [OH:28][C@H:16]1[C@H:15]([C:12]2[CH:11]=[CH:10][C:9]([OH:8])=[CH:14][CH:13]=2)[CH2:20][CH2:19][N:18]([C:21]([O:23][C:24]([CH3:27])([CH3:26])[CH3:25])=[O:22])[CH2:17]1, predict the reactants needed to synthesize it. The reactants are: C(OC([O:8][C:9]1[CH:14]=[CH:13][C:12]([C@@H:15]2[CH2:20][CH2:19][N:18]([C:21]([O:23][C:24]([CH3:27])([CH3:26])[CH3:25])=[O:22])[CH2:17][C@H:16]2[OH:28])=[CH:11][CH:10]=1)=O)(C)(C)C.C(=O)([O-])[O-].[K+].[K+]. (4) Given the product [C:1]([C:4]1[C:9]2[N:8]([CH:36]=[N:11][N:10]=2)[C:7]([S:12][CH3:13])=[N:6][C:5]=1[NH:14][C:15]1[C:16]([F:35])=[CH:17][C:18]([N:22]2[CH2:23][CH2:24][N:25]([C:28]([O:30][C:31]([CH3:32])([CH3:34])[CH3:33])=[O:29])[CH2:26][CH2:27]2)=[CH:19][C:20]=1[F:21])(=[O:3])[NH2:2], predict the reactants needed to synthesize it. The reactants are: [C:1]([C:4]1[C:5]([NH:14][C:15]2[C:20]([F:21])=[CH:19][C:18]([N:22]3[CH2:27][CH2:26][N:25]([C:28]([O:30][C:31]([CH3:34])([CH3:33])[CH3:32])=[O:29])[CH2:24][CH2:23]3)=[CH:17][C:16]=2[F:35])=[N:6][C:7]([S:12][CH3:13])=[N:8][C:9]=1[NH:10][NH2:11])(=[O:3])[NH2:2].[CH3:36]OC(OC)OC. (5) Given the product [C:32]([O:36][C:37]([N:39]1[CH2:40][CH:41]=[C:42]([C:2]2[N:7]=[C:6]([C:8]3[CH:13]=[CH:12][C:11]([F:14])=[C:10]([Cl:15])[CH:9]=3)[CH:5]=[C:4]([N:16]3[CH2:21][CH2:20][N:19]([C:22]4[C:27]([C:28]([F:31])([F:29])[F:30])=[CH:26][CH:25]=[CH:24][N:23]=4)[CH2:18][CH2:17]3)[N:3]=2)[CH2:43][CH2:44]1)=[O:38])([CH3:35])([CH3:33])[CH3:34], predict the reactants needed to synthesize it. The reactants are: Cl[C:2]1[N:7]=[C:6]([C:8]2[CH:13]=[CH:12][C:11]([F:14])=[C:10]([Cl:15])[CH:9]=2)[CH:5]=[C:4]([N:16]2[CH2:21][CH2:20][N:19]([C:22]3[C:27]([C:28]([F:31])([F:30])[F:29])=[CH:26][CH:25]=[CH:24][N:23]=3)[CH2:18][CH2:17]2)[N:3]=1.[C:32]([O:36][C:37]([N:39]1[CH2:44][CH:43]=[C:42](B2OC(C)(C)C(C)(C)O2)[CH2:41][CH2:40]1)=[O:38])([CH3:35])([CH3:34])[CH3:33].[O-]P([O-])([O-])=O.[K+].[K+].[K+]. (6) Given the product [Br:23][C:15]1[S:14][C:12]2[CH2:13][CH:7]([CH2:5][CH3:6])[N:8]([C:18]([O:20][CH2:21][CH3:22])=[O:19])[CH2:9][CH2:10][C:11]=2[CH:16]=1, predict the reactants needed to synthesize it. The reactants are: [Cl-].[Al+3].[Cl-].[Cl-].[CH2:5]([CH:7]1[CH2:13][C:12]2[S:14][CH:15]=[CH:16][C:11]=2[C:10](=O)[CH2:9][N:8]1[C:18]([O:20][CH2:21][CH3:22])=[O:19])[CH3:6].[Br:23]NC(=O)CCC(N)=O. (7) The reactants are: Cl.Br[C:3]1[CH:8]=[CH:7][N:6]=[CH:5][CH:4]=1.C([O-])([O-])=O.[Na+].[Na+].C([Mg]Cl)(C)C.CON(C)[C:23](=[O:33])[CH2:24][NH:25][C:26](=[O:32])[O:27][C:28]([CH3:31])([CH3:30])[CH3:29]. Given the product [O:33]=[C:23]([C:3]1[CH:8]=[CH:7][N:6]=[CH:5][CH:4]=1)[CH2:24][NH:25][C:26](=[O:32])[O:27][C:28]([CH3:30])([CH3:29])[CH3:31], predict the reactants needed to synthesize it. (8) The reactants are: [CH3:1][O:2][C:3](=[O:20])[CH2:4][C:5]1[CH:10]=[CH:9][CH:8]=[C:7]([NH:11][C:12]([C:14]2[O:15][C:16](Br)=[CH:17][CH:18]=2)=[O:13])[CH:6]=1.[Cl:21][C:22]1[CH:27]=[CH:26][CH:25]=[CH:24][C:23]=1B(O)O. Given the product [CH3:1][O:2][C:3](=[O:20])[CH2:4][C:5]1[CH:10]=[CH:9][CH:8]=[C:7]([NH:11][C:12]([C:14]2[O:15][C:16]([C:23]3[CH:24]=[CH:25][CH:26]=[CH:27][C:22]=3[Cl:21])=[CH:17][CH:18]=2)=[O:13])[CH:6]=1, predict the reactants needed to synthesize it.